This data is from Forward reaction prediction with 1.9M reactions from USPTO patents (1976-2016). The task is: Predict the product of the given reaction. Given the reactants [C:1]([C:3]1[CH:15]=[CH:14][C:6]2[O:7][CH2:8][C:9]([CH3:13])([CH3:12])[CH2:10][O:11][C:5]=2[CH:4]=1)#[CH:2].Cl[C:17]1[CH:27]=[CH:26][C:20]([C:21]([O:23][CH2:24][CH3:25])=[O:22])=[CH:19][N:18]=1, predict the reaction product. The product is: [CH2:24]([O:23][C:21](=[O:22])[C:20]1[CH:26]=[CH:27][C:17]([C:2]#[C:1][C:3]2[CH:15]=[CH:14][C:6]3[O:7][CH2:8][C:9]([CH3:12])([CH3:13])[CH2:10][O:11][C:5]=3[CH:4]=2)=[N:18][CH:19]=1)[CH3:25].